From a dataset of Forward reaction prediction with 1.9M reactions from USPTO patents (1976-2016). Predict the product of the given reaction. The product is: [ClH:37].[NH:14]1[CH2:15][CH2:16][CH2:17][C@H:12]([CH2:11][NH:10][C:9](=[O:36])[O:8][CH2:1][C:2]2[CH:7]=[CH:6][CH:5]=[CH:4][CH:3]=2)[CH2:13]1. Given the reactants [CH2:1]([O:8][C:9](=[O:36])[NH:10][CH2:11][C@H:12]1[CH2:17][CH2:16][CH2:15][N:14](C2C3C(=CC(C)=CC=3)N=C(C3C=CC=CC=3O)N=2)[CH2:13]1)[C:2]1[CH:7]=[CH:6][CH:5]=[CH:4][CH:3]=1.[ClH:37].O1CCOCC1, predict the reaction product.